The task is: Predict which catalyst facilitates the given reaction.. This data is from Catalyst prediction with 721,799 reactions and 888 catalyst types from USPTO. (1) Reactant: [NH2:1][C:2]([NH2:4])=[S:3].Br.Br[CH:7]([C:18]1[CH:19]=[N:20][CH:21]=[CH:22][CH:23]=1)[C:8]([C:10]1[CH:15]=[CH:14][C:13]([O:16][CH3:17])=[CH:12][CH:11]=1)=O.C(N(CC)CC)C. Product: [CH3:17][O:16][C:13]1[CH:12]=[CH:11][C:10]([C:8]2[N:1]=[C:2]([NH2:4])[S:3][C:7]=2[C:18]2[CH:19]=[N:20][CH:21]=[CH:22][CH:23]=2)=[CH:15][CH:14]=1. The catalyst class is: 10. (2) Reactant: Br[C:2]1[CH:7]=[CH:6][C:5]([CH3:8])=[CH:4][C:3]=1[N+:9]([O-:11])=[O:10].O.O.O.O.O.O.O.O.O.[S-2:21].[Na+].[Na+].[Cl:24][C:25]1[C:33]([CH2:34]Cl)=[CH:32][C:28]2[O:29][CH2:30][O:31][C:27]=2[CH:26]=1. Product: [Cl:24][C:25]1[C:33]([CH2:34][S:21][C:2]2[CH:7]=[CH:6][C:5]([CH3:8])=[CH:4][C:3]=2[N+:9]([O-:11])=[O:10])=[CH:32][C:28]2[O:29][CH2:30][O:31][C:27]=2[CH:26]=1. The catalyst class is: 384. (3) Reactant: [F:1][C:2]([F:11])([C:5]1[CH:10]=[CH:9][CH:8]=[CH:7][CH:6]=1)[CH2:3][OH:4].[F:12][C:13]([F:26])([F:25])[S:14](O[S:14]([C:13]([F:26])([F:25])[F:12])(=[O:16])=[O:15])(=[O:16])=[O:15].C(Cl)Cl.CO. Product: [F:1][C:2]([F:11])([C:5]1[CH:6]=[CH:7][CH:8]=[CH:9][CH:10]=1)[CH2:3][O:4][S:14]([C:13]([F:26])([F:25])[F:12])(=[O:16])=[O:15]. The catalyst class is: 2. (4) Reactant: [C:1]([C:3]1[CH:4]=[C:5]([C:13]2[N:17]=[C:16]([C:18]3[CH:26]=[CH:25][CH:24]=[C:23]4[C:19]=3[CH2:20][CH2:21][C@@H:22]4[NH:27]C(=O)OC(C)(C)C)[S:15][N:14]=2)[CH:6]=[CH:7][C:8]=1[O:9][CH:10]([CH3:12])[CH3:11])#[N:2].[ClH:35]. Product: [ClH:35].[NH2:27][C@@H:22]1[C:23]2[C:19](=[C:18]([C:16]3[S:15][N:14]=[C:13]([C:5]4[CH:6]=[CH:7][C:8]([O:9][CH:10]([CH3:12])[CH3:11])=[C:3]([CH:4]=4)[C:1]#[N:2])[N:17]=3)[CH:26]=[CH:25][CH:24]=2)[CH2:20][CH2:21]1. The catalyst class is: 472. (5) Reactant: Br[CH2:2][C:3]([O:5][CH2:6][C:7]1[CH:8]=[C:9]([CH:39]=[CH:40][C:41]=1[O:42][CH2:43][CH:44]1[CH2:46][CH2:45]1)[C:10]([O:12][C@H:13]([C:24]1[CH:29]=[CH:28][C:27]([O:30][CH:31]([F:33])[F:32])=[C:26]([O:34][CH2:35][CH:36]2[CH2:38][CH2:37]2)[CH:25]=1)[CH2:14][C:15]1[C:20]([Cl:21])=[CH:19][N+:18]([O-:22])=[CH:17][C:16]=1[Cl:23])=[O:11])=[O:4].[NH:47]1[CH2:52][CH2:51][CH:50]([OH:53])[CH2:49][CH2:48]1.C([O-])([O-])=O.[K+].[K+]. Product: [Cl:21][C:20]1[CH:19]=[N+:18]([O-:22])[CH:17]=[C:16]([Cl:23])[C:15]=1[CH2:14][C@H:13]([O:12][C:10](=[O:11])[C:9]1[CH:39]=[CH:40][C:41]([O:42][CH2:43][CH:44]2[CH2:46][CH2:45]2)=[C:7]([CH2:6][O:5][C:3](=[O:4])[CH2:2][N:47]2[CH2:52][CH2:51][CH:50]([OH:53])[CH2:49][CH2:48]2)[CH:8]=1)[C:24]1[CH:29]=[CH:28][C:27]([O:30][CH:31]([F:33])[F:32])=[C:26]([O:34][CH2:35][CH:36]2[CH2:37][CH2:38]2)[CH:25]=1. The catalyst class is: 18. (6) Reactant: C(=O)([O-])[O-].[K+].[K+].CO[C@:9]12[CH2:26][C@@H:25](OC(=O)C)[CH2:24][CH2:23][C@:22]1([CH3:31])[C@@H:21]1[C@H:12]([C@H:13]3[C@@:17]([CH2:19][CH2:20]1)([CH3:18])[C@@H:16]([O:32][C:33](=[O:35])[CH3:34])[CH2:15][CH2:14]3)[CH2:11][C:10]2=[O:36].C(O)(=O)C. Product: [C:33]([O:32][C@H:16]1[CH2:15][CH2:14][C@H:13]2[C@H:12]3[C@H:21]([CH2:20][CH2:19][C@:17]12[CH3:18])[C@:22]1([CH3:31])[C@H:9]([CH2:26][CH2:25][CH2:24][CH2:23]1)[C:10](=[O:36])[CH2:11]3)(=[O:35])[CH3:34]. The catalyst class is: 72. (7) Reactant: [C:1]([O:5][C:6](=[O:24])[NH:7][C:8]1([C:12]2[NH:13][C:14](C3C=CC(Br)=CC=3)=[CH:15][N:16]=2)[CH2:11][CH2:10][CH2:9]1)([CH3:4])([CH3:3])[CH3:2].[B:25]1(B2OC(C)(C)C(C)(C)O2)[O:29]C(C)(C)C(C)(C)[O:26]1.CC([O-])=O.[K+]. Product: [BH:25]([OH:29])[OH:26].[C:1]([O:5][C:6](=[O:24])[NH:7][C:8]1([C:12]2[NH:13][CH:14]=[CH:15][N:16]=2)[CH2:11][CH2:10][CH2:9]1)([CH3:4])([CH3:2])[CH3:3]. The catalyst class is: 77. (8) Reactant: O=[C:2]1[CH2:11][N:10]2[C@H:12]3[CH2:17][CH2:16][N:15]([C:18]([O:20][CH2:21][CH3:22])=[O:19])[CH2:14][C@H:13]3[C:8]3[C:9]2=C([CH:5]=[CH:6][CH:7]=3)N1.[H-].[Na+].CI.[CH3:27][N:28]([CH:30]=[O:31])[CH3:29]. Product: [CH3:2][CH:11]1[N:10]2[C:12]3[CH2:17][CH2:16][N:15]([C:18]([O:20][CH2:21][CH3:22])=[O:19])[CH2:14][C:13]=3[C:8]3[C:9]2=[C:27]([CH:5]=[CH:6][CH:7]=3)[N:28]([CH3:29])[C:30]1=[O:31]. The catalyst class is: 6. (9) Reactant: [F:1][C:2]1[CH:3]=[C:4]([CH:10]=[O:11])[C:5]([O:8]C)=[N:6][CH:7]=1.Cl.N1C=CC=CC=1.O. Product: [F:1][C:2]1[CH:3]=[C:4]([CH:10]=[O:11])[C:5](=[O:8])[NH:6][CH:7]=1. The catalyst class is: 25.